From a dataset of Full USPTO retrosynthesis dataset with 1.9M reactions from patents (1976-2016). Predict the reactants needed to synthesize the given product. (1) Given the product [CH2:11]([O:10][C:8](=[O:9])[C:7]([CH2:16][C:17]1[C:25]2[C:20](=[C:21]([Cl:26])[CH:22]=[CH:23][CH:24]=2)[N:19]([CH3:28])[CH:18]=1)([NH:13][CH:14]=[O:15])[C:6]([O:5][CH2:3][CH3:4])=[O:27])[CH3:12], predict the reactants needed to synthesize it. The reactants are: [OH-].[K+].[CH2:3]([O:5][C:6](=[O:27])[C:7]([CH2:16][C:17]1[C:25]2[C:20](=[C:21]([Cl:26])[CH:22]=[CH:23][CH:24]=2)[NH:19][CH:18]=1)([NH:13][CH:14]=[O:15])[C:8]([O:10][CH2:11][CH3:12])=[O:9])[CH3:4].[CH3:28]I. (2) Given the product [CH2:17]([O:16][C:14](=[O:15])[CH2:13][S:11][C:8]1[CH:9]=[CH:10][C:5]([O:4][CH3:3])=[CH:6][CH:7]=1)[CH3:18], predict the reactants needed to synthesize it. The reactants are: [H-].[Na+].[CH3:3][O:4][C:5]1[CH:10]=[CH:9][C:8]([SH:11])=[CH:7][CH:6]=1.Br[CH2:13][C:14]([O:16][CH2:17][CH3:18])=[O:15]. (3) Given the product [CH2:1]([O:3][C:4]([C:6]1[CH:11]=[CH:10][C:9](=[O:12])[N:8]([CH2:16][CH2:15][O:14][CH3:13])[CH:7]=1)=[O:5])[CH3:2], predict the reactants needed to synthesize it. The reactants are: [CH2:1]([O:3][C:4]([C:6]1[CH:11]=[CH:10][C:9](=[O:12])[NH:8][CH:7]=1)=[O:5])[CH3:2].[CH3:13][O:14][CH2:15][CH2:16]Br.[OH-].[K+]. (4) Given the product [CH2:31]([N:10]1[CH2:9][CH2:8][O:7][C:6]2[CH:5]=[CH:4][C:3]([B:12]3[O:16][C:15]([CH3:18])([CH3:17])[C:14]([CH3:20])([CH3:19])[O:13]3)=[C:2]([Cl:1])[C:11]1=2)[CH:30]=[CH2:29], predict the reactants needed to synthesize it. The reactants are: [Cl:1][C:2]1[C:11]2[NH:10][CH2:9][CH2:8][O:7][C:6]=2[CH:5]=[CH:4][C:3]=1[B:12]1[O:16][C:15]([CH3:18])([CH3:17])[C:14]([CH3:20])([CH3:19])[O:13]1.C([O-])([O-])=O.[K+].[K+].N#N.[CH2:29](Br)[CH:30]=[CH2:31]. (5) Given the product [C:1]([O:5][C:6]([N:8]1[CH2:17][CH2:16][C:15]2[C:10](=[CH:11][C:12]([N:18]3[C:19]4[CH:20]=[C:21]([O:26][C:27]5[CH:32]=[CH:31][CH:30]=[C:29]([NH:33][C:34](=[O:36])[CH3:35])[CH:28]=5)[N:22]=[CH:23][C:24]=4[N:25]=[C:40]3[CH2:39][C:37]#[N:38])=[CH:13][CH:14]=2)[CH2:9]1)=[O:7])([CH3:4])([CH3:2])[CH3:3], predict the reactants needed to synthesize it. The reactants are: [C:1]([O:5][C:6]([N:8]1[CH2:17][CH2:16][C:15]2[C:10](=[CH:11][C:12]([NH:18][C:19]3[C:24]([NH2:25])=[CH:23][N:22]=[C:21]([O:26][C:27]4[CH:32]=[CH:31][CH:30]=[C:29]([NH:33][C:34](=[O:36])[CH3:35])[CH:28]=4)[CH:20]=3)=[CH:13][CH:14]=2)[CH2:9]1)=[O:7])([CH3:4])([CH3:3])[CH3:2].[C:37]([CH2:39][C:40](O)=O)#[N:38].C(Cl)CCl.CN1CCC(=C2C3C(=CC=CC=3)C=CC3C2=CC=CC=3)CC1. (6) Given the product [CH2:1]([NH:3][C:4]([NH:6][C:7]1[CH:8]=[CH:9][C:10]([C:13]2[N:14]=[C:15]([N:23]3[CH2:24][CH2:25][O:26][CH2:27][CH2:28]3)[C:16]3[CH2:22][CH2:21][N:20]([C:38]4[N:39]([CH3:42])[C:40](=[O:41])[CH:30]=[CH:29][CH:31]=4)[CH2:19][C:17]=3[N:18]=2)=[CH:11][CH:12]=1)=[O:5])[CH3:2], predict the reactants needed to synthesize it. The reactants are: [CH2:1]([NH:3][C:4]([NH:6][C:7]1[CH:12]=[CH:11][C:10]([C:13]2[N:14]=[C:15]([N:23]3[CH2:28][CH2:27][O:26][CH2:25][CH2:24]3)[C:16]3[CH2:22][CH2:21][NH:20][CH2:19][C:17]=3[N:18]=2)=[CH:9][CH:8]=1)=[O:5])[CH3:2].[CH:29](N(CC)C(C)C)([CH3:31])[CH3:30].[CH3:38][N:39]([CH3:42])[CH:40]=[O:41]. (7) Given the product [CH3:10][N:9]([CH2:8][C:4]1[CH:3]=[C:2]([NH:19][CH2:18][C:17]2[CH:20]=[CH:21][C:14]([O:13][CH3:12])=[CH:15][CH:16]=2)[CH:7]=[N:6][CH:5]=1)[CH3:11], predict the reactants needed to synthesize it. The reactants are: Br[C:2]1[CH:3]=[C:4]([CH2:8][N:9]([CH3:11])[CH3:10])[CH:5]=[N:6][CH:7]=1.[CH3:12][O:13][C:14]1[CH:21]=[CH:20][C:17]([CH2:18][NH2:19])=[CH:16][CH:15]=1.C(=O)([O-])[O-].[Cs+].[Cs+].CC1(C)C2C(=C(P(C3C=CC=CC=3)C3C=CC=CC=3)C=CC=2)OC2C(P(C3C=CC=CC=3)C3C=CC=CC=3)=CC=CC1=2. (8) Given the product [CH3:21][C:18]1[CH:17]=[CH:16][C:15]([C:14]2[N:13]3[CH:22]=[N:23][N:24]=[C:12]3[C:11]([O:25][CH2:26][C@@H:27]3[CH2:31][CH2:30][NH:29][CH2:28]3)=[CH:10][C:9]=2[C:6]2[CH:5]=[CH:4][C:3]([C:1]#[N:2])=[CH:8][CH:7]=2)=[CH:20][CH:19]=1, predict the reactants needed to synthesize it. The reactants are: [C:1]([C:3]1[CH:8]=[CH:7][C:6]([C:9]2[CH:10]=[C:11]([O:25][CH2:26][C@@H:27]3[CH2:31][CH2:30][N:29](C(OC(C)(C)C)=O)[CH2:28]3)[C:12]3[N:13]([CH:22]=[N:23][N:24]=3)[C:14]=2[C:15]2[CH:20]=[CH:19][C:18]([CH3:21])=[CH:17][CH:16]=2)=[CH:5][CH:4]=1)#[N:2].FC(F)(F)C(O)=O. (9) Given the product [C:1]1([C:7]2[S:8][C:9]3[CH:15]=[C:14]([N+:16]([O-:18])=[O:17])[CH:13]=[CH:12][C:10]=3[N:11]=2)[CH:2]=[CH:3][CH:4]=[CH:5][CH:6]=1, predict the reactants needed to synthesize it. The reactants are: [C:1]1([C:7]2[S:8][C:9]3[CH:15]=[CH:14][CH:13]=[CH:12][C:10]=3[N:11]=2)[CH:6]=[CH:5][CH:4]=[CH:3][CH:2]=1.[N+:16]([O-])([OH:18])=[O:17]. (10) Given the product [CH3:1][CH:2]([CH3:16])[CH2:3][CH2:4][CH2:5][CH2:6][CH2:7][CH2:8][CH2:9][CH2:10][CH2:11][CH2:12][CH2:13][CH:14]=[O:15], predict the reactants needed to synthesize it. The reactants are: [CH3:1][CH:2]([CH3:16])[CH2:3][CH2:4][CH2:5][CH2:6][CH2:7][CH2:8][CH2:9][CH2:10][CH2:11][CH2:12][CH2:13][CH2:14][OH:15].